Dataset: Forward reaction prediction with 1.9M reactions from USPTO patents (1976-2016). Task: Predict the product of the given reaction. Given the reactants [N+:1]([C:4]1[CH:5]=[C:6]([S:17]([NH2:20])(=[O:19])=[O:18])[CH:7]=[CH:8][C:9]=1[NH:10][CH:11]1[CH2:16][CH2:15][NH:14][CH2:13][CH2:12]1)([O-:3])=[O:2].Br[CH2:22][CH2:23][CH2:24][O:25][Si:26]([C:29]([CH3:32])([CH3:31])[CH3:30])([CH3:28])[CH3:27].C(=O)([O-])[O-].[Cs+].[Cs+], predict the reaction product. The product is: [Si:26]([O:25][CH2:24][CH2:23][CH2:22][N:14]1[CH2:15][CH2:16][CH:11]([NH:10][C:9]2[CH:8]=[CH:7][C:6]([S:17]([NH2:20])(=[O:18])=[O:19])=[CH:5][C:4]=2[N+:1]([O-:3])=[O:2])[CH2:12][CH2:13]1)([C:29]([CH3:30])([CH3:31])[CH3:32])([CH3:28])[CH3:27].